This data is from Forward reaction prediction with 1.9M reactions from USPTO patents (1976-2016). The task is: Predict the product of the given reaction. (1) Given the reactants NC1C=CC(C)=C(C(C2C=CC(NC3C=CC(C(F)(F)F)=CC=3)=CC=2Cl)=O)C=1.[Cl:29][C:30]1[CH:35]=[C:34]([NH:36][C:37]2[CH:42]=[CH:41][CH:40]=[CH:39][C:38]=2[CH3:43])[CH:33]=[CH:32][C:31]=1[C:44]([C:46]1[CH:51]=[C:50]([N+:52]([O-])=O)[CH:49]=[CH:48][C:47]=1[CH3:55])=[O:45], predict the reaction product. The product is: [NH2:52][C:50]1[CH:49]=[CH:48][C:47]([CH3:55])=[C:46]([C:44]([C:31]2[CH:32]=[CH:33][C:34]([NH:36][C:37]3[CH:42]=[CH:41][CH:40]=[CH:39][C:38]=3[CH3:43])=[CH:35][C:30]=2[Cl:29])=[O:45])[CH:51]=1. (2) Given the reactants [Cl:1][C:2]1[N:11]=[C:10]([N:12]([C:14]2[CH:19]=[CH:18][C:17]([O:20]C)=[CH:16][CH:15]=2)[CH3:13])[C:9]2[C:4](=[CH:5][CH:6]=[CH:7][CH:8]=2)[N:3]=1.B(Br)(Br)Br, predict the reaction product. The product is: [Cl:1][C:2]1[N:11]=[C:10]([N:12]([C:14]2[CH:15]=[CH:16][C:17]([OH:20])=[CH:18][CH:19]=2)[CH3:13])[C:9]2[C:4](=[CH:5][CH:6]=[CH:7][CH:8]=2)[N:3]=1. (3) Given the reactants C(O[C:4]([C:6]1[CH:7]=[N:8][C:9]2[C:14]([C:15]=1[NH:16][CH:17]1[CH2:21][CH2:20][CH2:19][CH2:18]1)=[CH:13][CH:12]=[CH:11][C:10]=2[O:22][CH3:23])=[O:5])C.[N:24]([C:27]1[CH:36]=[CH:35][C:30]2[O:31][CH2:32][CH2:33][O:34][C:29]=2[CH:28]=1)=[C:25]=[O:26], predict the reaction product. The product is: [CH:17]1([N:16]2[C:15]3[C:14]4[CH:13]=[CH:12][CH:11]=[C:10]([O:22][CH3:23])[C:9]=4[N:8]=[CH:7][C:6]=3[C:4](=[O:5])[N:24]([C:27]3[CH:36]=[CH:35][C:30]4[O:31][CH2:32][CH2:33][O:34][C:29]=4[CH:28]=3)[C:25]2=[O:26])[CH2:21][CH2:20][CH2:19][CH2:18]1. (4) Given the reactants Br[C:2]1[CH:7]=[CH:6][CH:5]=[CH:4][CH:3]=1.[Li]C(C)(C)C.[C:13]1([C@@H:19]([N@:21]2[CH2:23][CH:22]2[CH:24]=[O:25])[CH3:20])[CH:18]=[CH:17][CH:16]=[CH:15][CH:14]=1.O, predict the reaction product. The product is: [C:2]1([C@H:24]([CH:22]2[CH2:23][N@@:21]2[C@H:19]([C:13]2[CH:18]=[CH:17][CH:16]=[CH:15][CH:14]=2)[CH3:20])[OH:25])[CH:7]=[CH:6][CH:5]=[CH:4][CH:3]=1. (5) Given the reactants [NH2:1][C:2]1[S:3][CH:4]=[C:5]([CH2:7][C:8]([OH:10])=[O:9])[N:6]=1.[C:11]([N+:15]#[C-:16])([CH3:14])([CH3:13])[CH3:12].[CH:17](=O)[C:18]1[O:22][CH:21]=[CH:20][CH:19]=1, predict the reaction product. The product is: [C:11]([NH:15][C:16]1[N:6]2[C:2]([S:3][CH:4]=[C:5]2[CH2:7][C:8]([OH:10])=[O:9])=[N:1][C:17]=1[C:18]1[O:22][CH:21]=[CH:20][CH:19]=1)([CH3:14])([CH3:13])[CH3:12]. (6) The product is: [C:22]([O:26][C:27]([N:29]1[CH2:35][CH2:34][C:33]2[CH:36]=[CH:37][C:38]([NH:40][C:2]3[N:21]=[C:5]4[C:6]([C:10]5[C:18]6[O:17][C:16]([F:20])([F:19])[O:15][C:14]=6[CH:13]=[CH:12][CH:11]=5)=[CH:7][CH:8]=[CH:9][N:4]4[N:3]=3)=[CH:39][C:32]=2[CH2:31][CH2:30]1)=[O:28])([CH3:25])([CH3:23])[CH3:24]. Given the reactants Cl[C:2]1[N:21]=[C:5]2[C:6]([C:10]3[C:18]4[O:17][C:16]([F:20])([F:19])[O:15][C:14]=4[CH:13]=[CH:12][CH:11]=3)=[CH:7][CH:8]=[CH:9][N:4]2[N:3]=1.[C:22]([O:26][C:27]([N:29]1[CH2:35][CH2:34][C:33]2[CH:36]=[CH:37][C:38]([NH2:40])=[CH:39][C:32]=2[CH2:31][CH2:30]1)=[O:28])([CH3:25])([CH3:24])[CH3:23], predict the reaction product. (7) Given the reactants [CH:1]([O:4][C:5]([N:7]1[CH2:12][CH2:11][CH:10]([O:13][C:14]2[C:19]([CH3:20])=[C:18]([O:21][C:22]3[CH:27]=[CH:26][C:25]([C:28](O)=[O:29])=[CH:24][C:23]=3[F:31])[N:17]=[CH:16][N:15]=2)[CH2:9][CH2:8]1)=[O:6])([CH3:3])[CH3:2].[CH3:32][O:33][CH2:34][CH2:35][NH2:36].CN(C(ON1N=NC2C=CC=NC1=2)=[N+](C)C)C.F[P-](F)(F)(F)(F)F.C(N(CC)CC)C, predict the reaction product. The product is: [CH:1]([O:4][C:5]([N:7]1[CH2:12][CH2:11][CH:10]([O:13][C:14]2[C:19]([CH3:20])=[C:18]([O:21][C:22]3[CH:27]=[CH:26][C:25]([C:28](=[O:29])[NH:36][CH2:35][CH2:34][O:33][CH3:32])=[CH:24][C:23]=3[F:31])[N:17]=[CH:16][N:15]=2)[CH2:9][CH2:8]1)=[O:6])([CH3:2])[CH3:3]. (8) Given the reactants [NH:1]([C:19]([O:21][CH2:22][C:23]1[CH:28]=[CH:27][CH:26]=[CH:25][CH:24]=1)=[O:20])[C@H:2]([C:15]([O:17][CH3:18])=[O:16])[CH2:3][CH2:4][CH2:5][CH2:6][NH:7]C(OC(C)(C)C)=O.C(O)(C(F)(F)F)=O, predict the reaction product. The product is: [NH2:7][CH2:6][CH2:5][CH2:4][CH2:3][C@H:2]([NH:1][C:19]([O:21][CH2:22][C:23]1[CH:24]=[CH:25][CH:26]=[CH:27][CH:28]=1)=[O:20])[C:15]([O:17][CH3:18])=[O:16]. (9) Given the reactants CCN=C=NCCCN(C)C.C1C=CC2N(O)N=NC=2C=1.[Cl:22][C:23]1[CH:24]=[C:25]([CH:29]=[CH:30][C:31]=1[O:32][CH:33]([CH3:35])[CH3:34])[C:26]([OH:28])=O.O[NH:37][C:38](=[NH:55])[C:39]1[CH:40]=[C:41]2[C:45](=[CH:46][CH:47]=1)[NH:44][C:43]([CH2:48][CH2:49][C:50]([O:52][CH2:53][CH3:54])=[O:51])=[CH:42]2, predict the reaction product. The product is: [Cl:22][C:23]1[CH:24]=[C:25]([C:26]2[O:28][N:55]=[C:38]([C:39]3[CH:40]=[C:41]4[C:45](=[CH:46][CH:47]=3)[NH:44][C:43]([CH2:48][CH2:49][C:50]([O:52][CH2:53][CH3:54])=[O:51])=[CH:42]4)[N:37]=2)[CH:29]=[CH:30][C:31]=1[O:32][CH:33]([CH3:35])[CH3:34].